From a dataset of Reaction yield outcomes from USPTO patents with 853,638 reactions. Predict the reaction yield, written as a fraction of the theoretical maximum amount of product (1.0 means a 100% yield; for example, 0.34 means a 34% yield). (1) The reactants are [CH2:1]([O:8][C:9]([N:11]1[CH2:16][C@H:15]([CH3:17])[C:14](=[O:18])[C@H:13]([NH:19][C:20]([O:22][C:23]([CH3:26])([CH3:25])[CH3:24])=[O:21])[CH2:12]1)=[O:10])[C:2]1[CH:7]=[CH:6][CH:5]=[CH:4][CH:3]=1.[CH3:27][Mg]Br.CCOCC. The catalyst is C1COCC1. The product is [CH2:1]([O:8][C:9]([N:11]1[CH2:16][C@H:15]([CH3:17])[C:14]([OH:18])([CH3:27])[C@H:13]([NH:19][C:20]([O:22][C:23]([CH3:25])([CH3:24])[CH3:26])=[O:21])[CH2:12]1)=[O:10])[C:2]1[CH:3]=[CH:4][CH:5]=[CH:6][CH:7]=1. The yield is 0.560. (2) The reactants are [CH2:1]([S:8]([N:11]1[CH:15]=[CH:14][C:13]([NH2:16])=[CH:12]1)(=[O:10])=[O:9])[C:2]1[CH:7]=[CH:6][CH:5]=[CH:4][CH:3]=1.C(N(CC)CC)C.[O:24]1[CH:28]=[CH:27][CH:26]=[C:25]1[C:29](Cl)=[O:30]. The catalyst is C(Cl)Cl. The product is [CH2:1]([S:8]([N:11]1[CH:15]=[CH:14][C:13]([NH:16][C:29]([C:25]2[O:24][CH:28]=[CH:27][CH:26]=2)=[O:30])=[CH:12]1)(=[O:10])=[O:9])[C:2]1[CH:7]=[CH:6][CH:5]=[CH:4][CH:3]=1. The yield is 0.0600.